From a dataset of NCI-60 drug combinations with 297,098 pairs across 59 cell lines. Regression. Given two drug SMILES strings and cell line genomic features, predict the synergy score measuring deviation from expected non-interaction effect. (1) Drug 1: C1=NC2=C(N=C(N=C2N1C3C(C(C(O3)CO)O)F)Cl)N. Drug 2: CS(=O)(=O)CCNCC1=CC=C(O1)C2=CC3=C(C=C2)N=CN=C3NC4=CC(=C(C=C4)OCC5=CC(=CC=C5)F)Cl. Cell line: HL-60(TB). Synergy scores: CSS=58.3, Synergy_ZIP=-0.141, Synergy_Bliss=-1.29, Synergy_Loewe=-51.0, Synergy_HSA=-1.68. (2) Drug 1: CC1=C2C(C(=O)C3(C(CC4C(C3C(C(C2(C)C)(CC1OC(=O)C(C(C5=CC=CC=C5)NC(=O)OC(C)(C)C)O)O)OC(=O)C6=CC=CC=C6)(CO4)OC(=O)C)OC)C)OC. Drug 2: CS(=O)(=O)OCCCCOS(=O)(=O)C. Cell line: MOLT-4. Synergy scores: CSS=69.7, Synergy_ZIP=-1.05, Synergy_Bliss=-2.74, Synergy_Loewe=-6.03, Synergy_HSA=-1.68.